Predict the reactants needed to synthesize the given product. From a dataset of Full USPTO retrosynthesis dataset with 1.9M reactions from patents (1976-2016). The reactants are: [NH2:1][C@@:2]([C:7]1[CH:12]=[C:11]([Br:13])[C:10]([F:14])=[CH:9][C:8]=1[F:15])([CH3:6])[CH2:3][CH2:4][OH:5].C[Si](N([Si](C)(C)C)C(=O)C(F)(F)F)(C)C.[C:31]([N:39]=[C:40]=[S:41])(=[O:38])[C:32]1[CH:37]=[CH:36][CH:35]=[CH:34][CH:33]=1. Given the product [C:31]([NH:39][C:40]([NH:1][C@@:2]([C:7]1[CH:12]=[C:11]([Br:13])[C:10]([F:14])=[CH:9][C:8]=1[F:15])([CH3:6])[CH2:3][CH2:4][OH:5])=[S:41])(=[O:38])[C:32]1[CH:37]=[CH:36][CH:35]=[CH:34][CH:33]=1, predict the reactants needed to synthesize it.